This data is from Full USPTO retrosynthesis dataset with 1.9M reactions from patents (1976-2016). The task is: Predict the reactants needed to synthesize the given product. The reactants are: [F:1][C:2]1[C:7]([F:8])=[CH:6][C:5]([O:9][CH3:10])=[C:4]([N+:11]([O-])=O)[C:3]=1[NH:14][C:15]1[CH:20]=[CH:19][C:18]([I:21])=[CH:17][C:16]=1[F:22].[Cl-].[NH4+]. Given the product [F:8][C:7]1[C:2]([F:1])=[C:3]([NH:14][C:15]2[CH:20]=[CH:19][C:18]([I:21])=[CH:17][C:16]=2[F:22])[C:4]([NH2:11])=[C:5]([O:9][CH3:10])[CH:6]=1, predict the reactants needed to synthesize it.